This data is from Peptide-MHC class I binding affinity with 185,985 pairs from IEDB/IMGT. The task is: Regression. Given a peptide amino acid sequence and an MHC pseudo amino acid sequence, predict their binding affinity value. This is MHC class I binding data. (1) The peptide sequence is TSTLQEQIGW. The MHC is HLA-A32:01 with pseudo-sequence HLA-A32:01. The binding affinity (normalized) is 0.135. (2) The peptide sequence is RRYQKSTEL. The MHC is Mamu-B08 with pseudo-sequence Mamu-B08. The binding affinity (normalized) is 0.870.